This data is from NCI-60 drug combinations with 297,098 pairs across 59 cell lines. The task is: Regression. Given two drug SMILES strings and cell line genomic features, predict the synergy score measuring deviation from expected non-interaction effect. (1) Drug 1: CC1C(C(=O)NC(C(=O)N2CCCC2C(=O)N(CC(=O)N(C(C(=O)O1)C(C)C)C)C)C(C)C)NC(=O)C3=C4C(=C(C=C3)C)OC5=C(C(=O)C(=C(C5=N4)C(=O)NC6C(OC(=O)C(N(C(=O)CN(C(=O)C7CCCN7C(=O)C(NC6=O)C(C)C)C)C)C(C)C)C)N)C. Drug 2: CC12CCC3C(C1CCC2OP(=O)(O)O)CCC4=C3C=CC(=C4)OC(=O)N(CCCl)CCCl.[Na+]. Cell line: HCT-15. Synergy scores: CSS=51.9, Synergy_ZIP=13.2, Synergy_Bliss=18.3, Synergy_Loewe=11.1, Synergy_HSA=11.1. (2) Drug 2: CN(C(=O)NC(C=O)C(C(C(CO)O)O)O)N=O. Drug 1: C1=C(C(=O)NC(=O)N1)F. Cell line: U251. Synergy scores: CSS=28.0, Synergy_ZIP=-10.4, Synergy_Bliss=-11.0, Synergy_Loewe=-29.2, Synergy_HSA=-11.1.